Predict the product of the given reaction. From a dataset of Forward reaction prediction with 1.9M reactions from USPTO patents (1976-2016). (1) Given the reactants Br[C:2]1[CH:15]=[C:14]2[C:5]([O:6][C:7]3[C:8]([F:24])=[CH:9][C:10](OC)=[CH:11][C:12]=3[C@@:13]32[N:20]=[C:19]([NH2:21])[CH2:18][O:17][CH2:16]3)=[CH:4][CH:3]=1.[F:25][C:26]1[C:31](B(O)O)=[CH:30][CH:29]=[CH:28][N:27]=1.[F:35][C:36]1([F:42])[CH2:41][CH2:40][NH:39][CH2:38][CH2:37]1, predict the reaction product. The product is: [F:35][C:36]1([F:42])[CH2:41][CH2:40][N:39]([C:10]2[CH:9]=[C:8]([F:24])[C:7]3[O:6][C:5]4[C:14](=[CH:15][C:2]([C:31]5[C:26]([F:25])=[N:27][CH:28]=[CH:29][CH:30]=5)=[CH:3][CH:4]=4)[C@:13]4([N:20]=[C:19]([NH2:21])[CH2:18][O:17][CH2:16]4)[C:12]=3[CH:11]=2)[CH2:38][CH2:37]1. (2) Given the reactants S(O)(O)(=O)=O.[CH3:6][S:7][C:8](=[NH:10])[NH2:9].[OH-].[Na+].[C:13]([O:17][C:18](O[C:18]([O:17][C:13]([CH3:16])([CH3:15])[CH3:14])=[O:19])=[O:19])([CH3:16])([CH3:15])[CH3:14], predict the reaction product. The product is: [NH2:10][C:8](=[N:9][C:18](=[O:19])[O:17][C:13]([CH3:16])([CH3:15])[CH3:14])[S:7][CH3:6]. (3) The product is: [C:1]([O:4][CH2:5][C:6]1[O:8][N:9]=[C:10]([C:11]2[CH:16]=[CH:15][C:14]([C:17]([CH3:35])([C:21]3[CH:22]=[CH:23][C:24]([O:27][CH2:28][C:29]4[CH:34]=[CH:33][CH:32]=[CH:31][N:30]=4)=[CH:25][CH:26]=3)[CH:18]([CH3:20])[CH3:19])=[CH:13][CH:12]=2)[N:36]=1)(=[O:3])[CH3:2]. Given the reactants [C:1]([O:4][CH2:5][C:6]([O:8]/[N:9]=[C:10](/[NH2:36])\[C:11]1[CH:16]=[CH:15][C:14]([C:17]([CH3:35])([C:21]2[CH:26]=[CH:25][C:24]([O:27][CH2:28][C:29]3[CH:34]=[CH:33][CH:32]=[CH:31][N:30]=3)=[CH:23][CH:22]=2)[CH:18]([CH3:20])[CH3:19])=[CH:13][CH:12]=1)=O)(=[O:3])[CH3:2], predict the reaction product. (4) Given the reactants [Br:1][C:2]1[N:7]=[CH:6][C:5]2[CH:8]=[C:9]([C:11]3[CH:12]=[N:13][N:14]([CH3:16])[CH:15]=3)[NH:10][C:4]=2[CH:3]=1.[H-].[Na+].Br[CH2:20][C:21]1[CH:25]=[C:24]([CH3:26])[O:23][N:22]=1, predict the reaction product. The product is: [Br:1][C:2]1[N:7]=[CH:6][C:5]2[CH:8]=[C:9]([C:11]3[CH:12]=[N:13][N:14]([CH3:16])[CH:15]=3)[N:10]([CH2:20][C:21]3[CH:25]=[C:24]([CH3:26])[O:23][N:22]=3)[C:4]=2[CH:3]=1.